From a dataset of Reaction yield outcomes from USPTO patents with 853,638 reactions. Predict the reaction yield, written as a fraction of the theoretical maximum amount of product (1.0 means a 100% yield; for example, 0.34 means a 34% yield). (1) The reactants are Br[C:2]1[CH:3]=[C:4]2[C:10]([C:11]3[CH:16]=[CH:15][C:14]([CH2:17][N:18]4[CH2:23][CH2:22][N:21]([CH3:24])[CH2:20][CH2:19]4)=[CH:13][CH:12]=3)=[CH:9][N:8](S(C3C=CC(C)=CC=3)(=O)=O)[C:5]2=[N:6][CH:7]=1.NC(OB([C:41]1[CH:46]=[CH:45][CH:44]=[CH:43][CH:42]=1)O)=O.[C:47]([O-:50])([O-])=O.[Na+].[Na+].O.CC#[N:56]. The catalyst is Cl[Pd](Cl)([P](C1C=CC=CC=1)(C1C=CC=CC=1)C1C=CC=CC=1)[P](C1C=CC=CC=1)(C1C=CC=CC=1)C1C=CC=CC=1. The product is [CH3:24][N:21]1[CH2:22][CH2:23][N:18]([CH2:17][C:14]2[CH:15]=[CH:16][C:11]([C:10]3[C:4]4[C:5](=[N:6][CH:7]=[C:2]([C:41]5[CH:42]=[CH:43][C:44]([C:47]([NH2:56])=[O:50])=[CH:45][CH:46]=5)[CH:3]=4)[NH:8][CH:9]=3)=[CH:12][CH:13]=2)[CH2:19][CH2:20]1. The yield is 0.110. (2) The catalyst is C1(C)C=CC=CC=1.C1(C)C=CC(S(O)(=O)=O)=CC=1.C(=O)([O-])[O-].[K+].[K+]. The reactants are [Br:1][C:2]1[CH:9]=[CH:8][C:7]([OH:10])=[CH:6][C:3]=1[CH:4]=[O:5].[CH2:11](O)[CH2:12][OH:13]. The yield is 0.900. The product is [Br:1][C:2]1[CH:9]=[CH:8][C:7]([OH:10])=[CH:6][C:3]=1[CH:4]1[O:13][CH2:12][CH2:11][O:5]1. (3) The reactants are [Cl:1][C:2]1[C:3]([C:26]2[CH:31]=[CH:30][C:29]([O:32][CH3:33])=[CH:28][CH:27]=2)=[C:4]2[C:18]3[CH2:19][CH2:20][CH:21]([C:23](O)=[O:24])[CH2:22][C:17]=3[S:16][C:5]2=[N:6][C:7]=1[CH2:8][N:9]1[C:13](=[O:14])[CH2:12][CH2:11][C:10]1=[O:15].[NH:34]1[CH2:39][CH2:38][O:37][CH2:36][CH2:35]1.Cl.CN(C)CCCN=C=NCC.CN(C=O)C. The catalyst is O. The product is [Cl:1][C:2]1[C:3]([C:26]2[CH:31]=[CH:30][C:29]([O:32][CH3:33])=[CH:28][CH:27]=2)=[C:4]2[C:18]3[CH2:19][CH2:20][CH:21]([C:23]([N:34]4[CH2:39][CH2:38][O:37][CH2:36][CH2:35]4)=[O:24])[CH2:22][C:17]=3[S:16][C:5]2=[N:6][C:7]=1[CH2:8][N:9]1[C:13](=[O:14])[CH2:12][CH2:11][C:10]1=[O:15]. The yield is 0.920. (4) The catalyst is CN(C=O)C. The yield is 0.980. The product is [I:10][C:11]1[CH:12]=[C:13]2[C:18](=[CH:19][CH:20]=1)[N:17]=[CH:16][N:15]=[C:14]2[O:9][C:3]1[CH:8]=[CH:7][CH:6]=[CH:5][CH:4]=1. The reactants are [H-].[Na+].[C:3]1([OH:9])[CH:8]=[CH:7][CH:6]=[CH:5][CH:4]=1.[I:10][C:11]1[CH:12]=[C:13]2[C:18](=[CH:19][CH:20]=1)[N:17]=[CH:16][N:15]=[C:14]2Cl. (5) The reactants are [C:1](Cl)(=[O:8])[C:2]1[CH:7]=[CH:6][CH:5]=[CH:4][CH:3]=1.[CH2:10]([NH2:13])[CH2:11][CH3:12]. The catalyst is C(Cl)Cl. The product is [CH2:10]([NH:13][C:1](=[O:8])[C:2]1[CH:7]=[CH:6][CH:5]=[CH:4][CH:3]=1)[CH2:11][CH3:12]. The yield is 0.900. (6) The yield is 0.540. The catalyst is C(Cl)Cl.CCOC(C)=O. The product is [OH:28][CH2:27][C@H:23]1[O:24][CH2:25][CH2:26][N:21]([C:2]([O:4][CH2:5][C:6]2[CH:11]=[CH:10][CH:9]=[CH:8][CH:7]=2)=[O:3])[CH2:22]1. The reactants are Cl[C:2]([O:4][CH2:5][C:6]1[CH:11]=[CH:10][CH:9]=[CH:8][CH:7]=1)=[O:3].CCN(C(C)C)C(C)C.[NH:21]1[CH2:26][CH2:25][O:24][C@H:23]([CH2:27][OH:28])[CH2:22]1.C([O-])(O)=O.[Na+].